Dataset: Catalyst prediction with 721,799 reactions and 888 catalyst types from USPTO. Task: Predict which catalyst facilitates the given reaction. (1) Reactant: C(O)(C(F)(F)F)=O.[NH2:8][C@H:9]([C:11]1[N:16]=[C:15]2[CH:17]=[CH:18][N:19]([CH3:20])[C:14]2=[CH:13][C:12]=1[N:21]1[CH2:25][CH2:24][CH:23]([N:26]2[C:34](=[O:35])[C:33]3[C:28](=[CH:29][CH:30]=[CH:31][CH:32]=3)[C:27]2=[O:36])[CH2:22]1)[CH3:10].C([O-])(O)=O.[Na+].[NH2:42][C:43]1[N:48]=[C:47](Cl)[C:46]([C:50]#[N:51])=[C:45]([CH3:52])[N:44]=1.C(N(CC)CC)C. Product: [NH2:42][C:43]1[N:48]=[C:47]([NH:8][C@H:9]([C:11]2[N:16]=[C:15]3[CH:17]=[CH:18][N:19]([CH3:20])[C:14]3=[CH:13][C:12]=2[N:21]2[CH2:25][CH2:24][C@H:23]([N:26]3[C:34](=[O:35])[C:33]4[C:28](=[CH:29][CH:30]=[CH:31][CH:32]=4)[C:27]3=[O:36])[CH2:22]2)[CH3:10])[C:46]([C:50]#[N:51])=[C:45]([CH3:52])[N:44]=1. The catalyst class is: 197. (2) Product: [CH:10]1[C:11]2[NH:12][C:13]3[C:18](=[CH:17][CH:16]=[CH:15][CH:14]=3)[C:19]=2[CH:20]=[C:8]([CH2:7][CH:3]([NH:2][C:33]([O:35][CH2:36][CH:37]2[C:38]3[CH:39]=[CH:40][CH:41]=[CH:42][C:43]=3[C:44]3[C:49]2=[CH:48][CH:47]=[CH:46][CH:45]=3)=[O:34])[C:4]([OH:6])=[O:5])[CH:9]=1. Reactant: Br.[NH2:2][CH:3]([CH2:7][C:8]1[CH:9]=[CH:10][C:11]2[NH:12][C:13]3[C:18]([C:19]=2[CH:20]=1)=[CH:17][CH:16]=[CH:15][CH:14]=3)[C:4]([OH:6])=[O:5].C(=O)([O-])O.[Na+].O1CCOCC1.Cl[C:33]([O:35][CH2:36][CH:37]1[C:49]2[CH:48]=[CH:47][CH:46]=[CH:45][C:44]=2[C:43]2[C:38]1=[CH:39][CH:40]=[CH:41][CH:42]=2)=[O:34]. The catalyst class is: 6. (3) Reactant: [F:1][C:2]([F:39])([F:38])[CH2:3][N:4]1[CH:8]=[C:7]([C:9]2[N:14]=[CH:13][C:12]3[CH:15]=[N:16][N:17]([C:18]4[N:23]=[C:22]([N:24]5[CH2:30][CH2:29][CH2:28][N:27](C(OC(C)(C)C)=O)[CH2:26][CH2:25]5)[CH:21]=[N:20][CH:19]=4)[C:11]=3[CH:10]=2)[CH:6]=[N:5]1.Cl.O1CCOCC1. Product: [N:24]1([C:22]2[N:23]=[C:18]([N:17]3[C:11]4[CH:10]=[C:9]([C:7]5[CH:6]=[N:5][N:4]([CH2:3][C:2]([F:39])([F:38])[F:1])[CH:8]=5)[N:14]=[CH:13][C:12]=4[CH:15]=[N:16]3)[CH:19]=[N:20][CH:21]=2)[CH2:30][CH2:29][CH2:28][NH:27][CH2:26][CH2:25]1. The catalyst class is: 12.